Predict the reaction yield, written as a fraction of the theoretical maximum amount of product (1.0 means a 100% yield; for example, 0.34 means a 34% yield). From a dataset of Reaction yield outcomes from USPTO patents with 853,638 reactions. (1) The reactants are [OH:1][CH2:2][CH:3]1[CH2:12][N:7]2[CH2:8][CH2:9][NH:10][CH2:11][CH:6]2[CH2:5][CH2:4]1.Br[C:14]1[CH:19]=[CH:18][CH:17]=[CH:16][N:15]=1.C(=O)([O-])[O-].[Na+].[Na+]. The catalyst is C(O)CC(C)C. The product is [OH:1][CH2:2][CH:3]1[CH2:12][N:7]2[CH2:8][CH2:9][N:10]([C:14]3[CH:19]=[CH:18][CH:17]=[CH:16][N:15]=3)[CH2:11][CH:6]2[CH2:5][CH2:4]1. The yield is 0.420. (2) The reactants are [NH2:1][CH:2]([CH2:12][C:13]1[CH:18]=[CH:17][CH:16]=[C:15]([O:19][C:20]([F:25])([F:24])[CH:21]([F:23])[F:22])[CH:14]=1)[CH:3]([C:5]1[CH:10]=[CH:9][N:8]=[C:7]([F:11])[CH:6]=1)[OH:4].[C:26]1([C:37](O)=[O:38])[CH:27]=[CH:28][CH:29]=[C:30]2[CH2:36][CH2:35][CH2:34][CH:33]=[CH:32][C:31]=12.Cl.C(N=C=NCCCN(C)C)C.ON1C2C=CC=CC=2N=N1. The catalyst is C(#N)C.O. The product is [F:11][C:7]1[CH:6]=[C:5]([CH:3]([OH:4])[CH:2]([NH:1][C:37]([C:26]2[CH:27]=[CH:28][CH:29]=[C:30]3[CH2:36][CH2:35][CH2:34][CH:33]=[CH:32][C:31]=23)=[O:38])[CH2:12][C:13]2[CH:18]=[CH:17][CH:16]=[C:15]([O:19][C:20]([F:24])([F:25])[CH:21]([F:22])[F:23])[CH:14]=2)[CH:10]=[CH:9][N:8]=1. The yield is 0.790. (3) The reactants are [Br:1][C:2]1[CH:7]=[CH:6][C:5]([NH:8][C:9]2[C:10]([C:26]([OH:28])=O)=[CH:11][C:12]3[N:16]([CH2:17][CH:18]4[CH2:23][CH2:22][CH2:21][CH2:20][O:19]4)[CH:15]=[N:14][C:13]=3[C:24]=2[F:25])=[C:4]([Cl:29])[CH:3]=1.C1C=CC2N(O)N=NC=2C=1.C(N(CC)CC)C.[CH:47]([O:49][CH2:50][CH2:51][O:52][NH2:53])=[CH2:48].CCN=C=NCCCN(C)C.Cl. The catalyst is CN(C)C=O.C(OCC)(=O)C.O. The yield is 0.790. The product is [CH:47]([O:49][CH2:50][CH2:51][O:52][NH:53][C:26]([C:10]1[C:9]([NH:8][C:5]2[CH:6]=[CH:7][C:2]([Br:1])=[CH:3][C:4]=2[Cl:29])=[C:24]([F:25])[C:13]2[N:14]=[CH:15][N:16]([CH2:17][CH:18]3[CH2:23][CH2:22][CH2:21][CH2:20][O:19]3)[C:12]=2[CH:11]=1)=[O:28])=[CH2:48]. (4) The reactants are [CH2:1]1[CH:5]2[CH2:6][NH:7][CH2:8][CH:4]2[CH2:3][N:2]1[C:9]1[N:14]=[C:13]([C:15]([F:18])([F:17])[F:16])[N:12]=[C:11]([N:19]([CH3:21])[CH3:20])[CH:10]=1.[F:22][C:23]1[CH:31]=[CH:30][CH:29]=[C:28]([N:32]2[N:36]=[CH:35][CH:34]=[N:33]2)[C:24]=1[C:25](O)=[O:26].CN(C(ON1N=NC2C=CC=NC1=2)=[N+](C)C)C.F[P-](F)(F)(F)(F)F.CCN(C(C)C)C(C)C. The catalyst is CN(C=O)C.C(OCC)(=O)C. The product is [F:22][C:23]1[CH:31]=[CH:30][CH:29]=[C:28]([N:32]2[N:36]=[CH:35][CH:34]=[N:33]2)[C:24]=1[C:25]([N:7]1[CH2:6][CH:5]2[CH2:1][N:2]([C:9]3[N:14]=[C:13]([C:15]([F:18])([F:17])[F:16])[N:12]=[C:11]([N:19]([CH3:21])[CH3:20])[CH:10]=3)[CH2:3][CH:4]2[CH2:8]1)=[O:26]. The yield is 0.234.